Dataset: Forward reaction prediction with 1.9M reactions from USPTO patents (1976-2016). Task: Predict the product of the given reaction. (1) Given the reactants C[N:2](C)/[C:3](/[CH3:39])=[CH:4]\[C:5]([C:7]1[N:8]=[CH:9][N:10]2[C:15]3[CH:16]=[CH:17][CH:18]=[C:19]([CH2:20][CH2:21][N:22]4[CH2:27][CH2:26][N:25]([C:28]5[CH:37]=[CH:36][CH:35]=[C:34]6[C:29]=5[CH:30]=[CH:31][C:32]([CH3:38])=[N:33]6)[CH2:24][CH2:23]4)[C:14]=3[O:13][CH2:12][C:11]=12)=[O:6].[ClH:41].NO, predict the reaction product. The product is: [ClH:41].[ClH:41].[CH3:39][C:3]1[CH:4]=[C:5]([C:7]2[N:8]=[CH:9][N:10]3[C:15]4[CH:16]=[CH:17][CH:18]=[C:19]([CH2:20][CH2:21][N:22]5[CH2:27][CH2:26][N:25]([C:28]6[CH:37]=[CH:36][CH:35]=[C:34]7[C:29]=6[CH:30]=[CH:31][C:32]([CH3:38])=[N:33]7)[CH2:24][CH2:23]5)[C:14]=4[O:13][CH2:12][C:11]=23)[O:6][N:2]=1. (2) Given the reactants [F:1][CH:2]([CH2:5][N:6]1[C:11](=[O:12])[CH:10]=[N:9][C:8]2[CH:13]=[CH:14][C:15]([O:17][CH3:18])=[N:16][C:7]1=2)[CH:3]=O.[NH2:19][CH:20]1[CH2:24][N:23]([C:25]2[CH:26]=[CH:27][C:28]3[O:33][CH2:32][C:31](=[O:34])[NH:30][C:29]=3[CH:35]=2)[C:22](=[O:36])[CH2:21]1.C(O)(=O)C.S([O-])([O-])(=O)=O.[Na+].[Na+].C(O[BH-](OC(=O)C)OC(=O)C)(=O)C.[Na+], predict the reaction product. The product is: [F:1][CH:2]([CH2:3][NH:19][CH:20]1[CH2:21][C:22](=[O:36])[N:23]([C:25]2[CH:26]=[CH:27][C:28]3[O:33][CH2:32][C:31](=[O:34])[NH:30][C:29]=3[CH:35]=2)[CH2:24]1)[CH2:5][N:6]1[C:11](=[O:12])[CH:10]=[N:9][C:8]2[CH:13]=[CH:14][C:15]([O:17][CH3:18])=[N:16][C:7]1=2. (3) Given the reactants [Br:1][C:2]1[CH:3]=[C:4]([CH:8]([NH:12]S(C(C)(C)C)=O)[CH2:9][CH2:10][CH3:11])[CH:5]=[N:6][CH:7]=1.Cl, predict the reaction product. The product is: [Br:1][C:2]1[CH:3]=[C:4]([CH:8]([NH2:12])[CH2:9][CH2:10][CH3:11])[CH:5]=[N:6][CH:7]=1. (4) Given the reactants [CH3:1][O:2][C:3](=[O:8])[C:4](OC)=[O:5].[S:9]1[CH:13]=[CH:12][CH:11]=[C:10]1[Mg]Br, predict the reaction product. The product is: [CH3:1][O:2][C:3](=[O:8])[C:4]([OH:5])([C:10]1[S:9][CH:13]=[CH:12][CH:11]=1)[C:10]1[S:9][CH:13]=[CH:12][CH:11]=1.